This data is from Full USPTO retrosynthesis dataset with 1.9M reactions from patents (1976-2016). The task is: Predict the reactants needed to synthesize the given product. (1) Given the product [Cl:1][C:2]1[CH:3]=[CH:4][C:5]([NH:8][S:9]([C:12]2[S:30][C:25]3=[N:26][CH:27]=[CH:28][CH:29]=[C:24]3[C:22]=2[C:19]2[CH:20]=[CH:21][C:16]([Cl:15])=[CH:17][CH:18]=2)(=[O:10])=[O:11])=[CH:6][CH:7]=1, predict the reactants needed to synthesize it. The reactants are: [Cl:1][C:2]1[CH:7]=[CH:6][C:5]([NH:8][S:9]([CH2:12]Cl)(=[O:11])=[O:10])=[CH:4][CH:3]=1.Cl.[Cl:15][C:16]1[CH:21]=[CH:20][C:19]([C:22]([C:24]2[C:25]([SH:30])=[N:26][CH:27]=[CH:28][CH:29]=2)=O)=[CH:18][CH:17]=1.O(C)[Na]. (2) Given the product [CH3:7][O:6][C:4](=[O:5])[C:3]1[CH:8]=[C:9]([I:12])[CH:10]=[CH:11][C:2]=1[NH:1][C:26](=[O:34])[CH2:27][CH2:28][C:29]([O:31][CH2:32][CH3:33])=[O:30], predict the reactants needed to synthesize it. The reactants are: [NH2:1][C:2]1[CH:11]=[CH:10][C:9]([I:12])=[CH:8][C:3]=1[C:4]([O:6][CH3:7])=[O:5].C(Cl)Cl.CCN(C(C)C)C(C)C.Cl[C:26](=[O:34])[CH2:27][CH2:28][C:29]([O:31][CH2:32][CH3:33])=[O:30]. (3) The reactants are: [C:1]1([NH:7][C:8]2[N:13]=[C:12]([C:14](=[O:16])[CH3:15])[CH:11]=[CH:10][N:9]=2)[CH:6]=[CH:5][CH:4]=[CH:3][CH:2]=1.C1C(=O)N(Br)C(=O)C1.[ClH:25]. Given the product [C:1]1([NH:7][C:8]2[N:13]=[C:12]([C:14](=[O:16])[CH2:15][Cl:25])[CH:11]=[CH:10][N:9]=2)[CH:2]=[CH:3][CH:4]=[CH:5][CH:6]=1, predict the reactants needed to synthesize it.